Dataset: Reaction yield outcomes from USPTO patents with 853,638 reactions. Task: Predict the reaction yield, written as a fraction of the theoretical maximum amount of product (1.0 means a 100% yield; for example, 0.34 means a 34% yield). (1) The reactants are [N:1]1[CH:6]=[CH:5][CH:4]=[CH:3][C:2]=1[CH2:7][N:8]1[C:16]2[C:11](=[CH:12][C:13]([OH:17])=[CH:14][CH:15]=2)[CH2:10][CH2:9]1.[Na].[CH2:19]([N:25]=[C:26]=[O:27])[CH2:20][CH2:21][CH2:22][CH2:23][CH3:24]. The catalyst is C(OCC)C. The product is [CH2:19]([NH:25][C:26](=[O:27])[O:17][C:13]1[CH:12]=[C:11]2[C:16](=[CH:15][CH:14]=1)[N:8]([CH2:7][C:2]1[CH:3]=[CH:4][CH:5]=[CH:6][N:1]=1)[CH2:9][CH2:10]2)[CH2:20][CH2:21][CH2:22][CH2:23][CH3:24]. The yield is 0.680. (2) The reactants are [CH:1]1([NH:4][C:5]([NH:7][C:8]2[CH:13]=[CH:12][C:11]([O:14][C:15]3[CH:20]=[CH:19][N:18]=[C:17]4[CH:21]=[C:22]([C:24]5[CH:29]=[CH:28][C:27]([CH2:30][NH:31][CH2:32][CH2:33][O:34][CH3:35])=[CH:26][N:25]=5)[S:23][C:16]=34)=[C:10]([F:36])[CH:9]=2)=[O:6])[CH2:3][CH2:2]1.Cl[C:38]([O:40][CH3:41])=[O:39].CCN(C(C)C)C(C)C. The catalyst is C1COCC1. The product is [CH:1]1([NH:4][C:5](=[O:6])[NH:7][C:8]2[CH:13]=[CH:12][C:11]([O:14][C:15]3[CH:20]=[CH:19][N:18]=[C:17]4[CH:21]=[C:22]([C:24]5[N:25]=[CH:26][C:27]([CH2:30][N:31]([CH2:32][CH2:33][O:34][CH3:35])[C:38](=[O:39])[O:40][CH3:41])=[CH:28][CH:29]=5)[S:23][C:16]=34)=[C:10]([F:36])[CH:9]=2)[CH2:3][CH2:2]1. The yield is 0.502. (3) The product is [NH2:15][C:5]1([CH2:12][CH2:13][CH3:14])[C:6]2[C:11](=[CH:10][CH:9]=[CH:8][CH:7]=2)[C:2]([OH:1])=[C:3]([C:19]2[NH:24][C:23]3[CH:25]=[CH:26][C:27]([NH:29][S:30]([CH3:33])(=[O:32])=[O:31])=[CH:28][C:22]=3[S:21](=[O:35])(=[O:34])[N:20]=2)[C:4]1=[O:18]. The reactants are [OH:1][C:2]1[C:11]2[C:6](=[CH:7][CH:8]=[CH:9][CH:10]=2)[C:5]([NH:15]OC)([CH2:12][CH2:13][CH3:14])[C:4](=[O:18])[C:3]=1[C:19]1[NH:24][C:23]2[CH:25]=[CH:26][C:27]([NH:29][S:30]([CH3:33])(=[O:32])=[O:31])=[CH:28][C:22]=2[S:21](=[O:35])(=[O:34])[N:20]=1.O. The yield is 0.690. The catalyst is CC#N.[C-]#[O+].[C-]#[O+].[C-]#[O+].[C-]#[O+].[C-]#[O+].[C-]#[O+].[Mo]. (4) The reactants are [N:1]1[CH:6]=[CH:5][CH:4]=[CH:3][C:2]=1[CH:7]=O.[NH:9]1[C:13]2[CH:14]=[CH:15][CH:16]=[CH:17][C:12]=2[N:11]=[C:10]1[CH2:18][N:19]([CH2:30][C:31]1[CH:36]=[CH:35][CH:34]=[C:33]([CH2:37][NH:38][CH:39]([C:41]2[CH:46]=[CH:45][CH:44]=[CH:43][CH:42]=2)[CH3:40])[CH:32]=1)[CH:20]1[C:29]2[N:28]=[CH:27][CH:26]=[CH:25][C:24]=2[CH2:23][CH2:22][CH2:21]1.C(O[BH-](OC(=O)C)OC(=O)C)(=O)C.[Na+]. The catalyst is C(Cl)Cl. The product is [NH:9]1[C:13]2[CH:14]=[CH:15][CH:16]=[CH:17][C:12]=2[N:11]=[C:10]1[CH2:18][N:19]([CH2:30][C:31]1[CH:36]=[CH:35][CH:34]=[C:33]([CH2:37][N:38]([CH:39]([C:41]2[CH:46]=[CH:45][CH:44]=[CH:43][CH:42]=2)[CH3:40])[CH2:7][C:2]2[CH:3]=[CH:4][CH:5]=[CH:6][N:1]=2)[CH:32]=1)[CH:20]1[C:29]2[N:28]=[CH:27][CH:26]=[CH:25][C:24]=2[CH2:23][CH2:22][CH2:21]1. The yield is 0.500. (5) The reactants are Cl[C:2]1[C:3]2[CH2:17][CH2:16][CH2:15][C:4]=2[N:5]=[C:6]([C:8]2[CH:13]=[CH:12][CH:11]=[C:10]([Cl:14])[CH:9]=2)[N:7]=1.[NH2:18][C:19]1[CH:24]=[CH:23][C:22]([CH2:25][C:26]#[N:27])=[C:21]([CH3:28])[CH:20]=1. No catalyst specified. The product is [Cl:14][C:10]1[CH:9]=[C:8]([C:6]2[N:7]=[C:2]([NH:18][C:19]3[CH:24]=[CH:23][C:22]([CH2:25][C:26]#[N:27])=[C:21]([CH3:28])[CH:20]=3)[C:3]3[CH2:17][CH2:16][CH2:15][C:4]=3[N:5]=2)[CH:13]=[CH:12][CH:11]=1. The yield is 0.450. (6) The yield is 0.520. The catalyst is C1COCC1.O. The product is [Cl:32][C:29]1[CH:28]=[CH:27][C:26]([S:23]([C:10]23[CH2:9][CH2:8][CH:7]([O:6][CH2:5][CH2:4][NH2:1])[CH2:22][CH:11]2[CH2:12][O:13][C:14]2[C:19]3=[C:18]([F:20])[CH:17]=[CH:16][C:15]=2[F:21])(=[O:24])=[O:25])=[CH:31][CH:30]=1. The reactants are [N:1]([CH2:4][CH2:5][O:6][CH:7]1[CH2:22][CH:11]2[CH2:12][O:13][C:14]3[C:19]([C:10]2([S:23]([C:26]2[CH:31]=[CH:30][C:29]([Cl:32])=[CH:28][CH:27]=2)(=[O:25])=[O:24])[CH2:9][CH2:8]1)=[C:18]([F:20])[CH:17]=[CH:16][C:15]=3[F:21])=[N+]=[N-].C1C=CC(P(C2C=CC=CC=2)C2C=CC=CC=2)=CC=1. (7) The reactants are [N+:1]([O-:4])([OH:3])=[O:2].S(=O)(=O)(O)O.[CH3:10][C:11]1[N:12]=[C:13]([C:19]2[CH:20]=[N:21][CH:22]=[CH:23][CH:24]=2)[S:14][C:15]=1[CH2:16][CH2:17]O.[OH-].[Na+]. The catalyst is O. The product is [CH3:10][C:11]1[N:12]=[C:13]([C:19]2[CH:20]=[N:21][CH:22]=[CH:23][CH:24]=2)[S:14][C:15]=1[CH2:16][CH2:17][O:2][N+:1]([O-:4])=[O:3]. The yield is 0.410.